Dataset: Reaction yield outcomes from USPTO patents with 853,638 reactions. Task: Predict the reaction yield, written as a fraction of the theoretical maximum amount of product (1.0 means a 100% yield; for example, 0.34 means a 34% yield). (1) The reactants are [Cl-].[OH:2][NH3+:3].[C:4](=[O:7])([O-])O.[Na+].CS(C)=O.[Si]([O:20][C:21]([C@H:24]1[CH2:29][CH2:28][C@H:27]([O:30][C:31]2[CH:36]=[CH:35][C:34]([N:37]3[C:42](=[O:43])[C:41]([CH2:44][C:45]4[CH:50]=[CH:49][C:48]([C:51]5[C:52]([C:57]#[N:58])=[CH:53][CH:54]=[CH:55][CH:56]=5)=[CH:47][CH:46]=4)=[C:40]([CH2:59][CH2:60][CH3:61])[N:39]=[C:38]3[CH2:62][CH3:63])=[CH:33][CH:32]=2)[CH2:26][CH2:25]1)([CH3:23])[CH3:22])(C(C)(C)C)(C)C. The catalyst is O. The product is [CH2:62]([C:38]1[N:37]([C:34]2[CH:33]=[CH:32][C:31]([O:30][C@H:27]3[CH2:26][CH2:25][C@H:24]([C:21]([OH:20])([CH3:23])[CH3:22])[CH2:29][CH2:28]3)=[CH:36][CH:35]=2)[C:42](=[O:43])[C:41]([CH2:44][C:45]2[CH:46]=[CH:47][C:48]([C:51]3[CH:56]=[CH:55][CH:54]=[CH:53][C:52]=3[C:57]3[NH:58][C:4](=[O:7])[O:2][N:3]=3)=[CH:49][CH:50]=2)=[C:40]([CH2:59][CH2:60][CH3:61])[N:39]=1)[CH3:63]. The yield is 0.210. (2) The reactants are [C:1]([O:5][C:6]([C:8]1[CH:9]=[C:10]([C:14]2[C:15]([N+:35]([O-])=O)=[CH:16][C:17]3[O:21][C:20]([C:22]4[CH:27]=[CH:26][C:25]([F:28])=[CH:24][CH:23]=4)=[C:19]([C:29]([O:31][CH2:32][CH3:33])=[O:30])[C:18]=3[CH:34]=2)[CH:11]=[CH:12][CH:13]=1)=[O:7])([CH3:4])([CH3:3])[CH3:2]. The catalyst is CCO.CC(O)=O.CCOC(C)=O.[Fe]. The product is [NH2:35][C:15]1[C:14]([C:10]2[CH:11]=[CH:12][CH:13]=[C:8]([C:6]([O:5][C:1]([CH3:2])([CH3:4])[CH3:3])=[O:7])[CH:9]=2)=[CH:34][C:18]2[C:19]([C:29]([O:31][CH2:32][CH3:33])=[O:30])=[C:20]([C:22]3[CH:23]=[CH:24][C:25]([F:28])=[CH:26][CH:27]=3)[O:21][C:17]=2[CH:16]=1. The yield is 0.960. (3) The reactants are C(N(C(C)C)CC)(C)C.[C:10](Cl)(=[O:14])[CH:11]([CH3:13])[CH3:12].[F:16][C:17]1[C:25]([O:26][C:27]2[C:36]3[C:31](=[CH:32][C:33]([O:39][CH2:40][CH:41]4[CH2:46][CH2:45][NH:44][CH2:43][CH2:42]4)=[C:34]([O:37][CH3:38])[CH:35]=3)[N:30]=[CH:29][N:28]=2)=[CH:24][CH:23]=[C:22]2[C:18]=1[CH:19]=[C:20]([CH3:47])[NH:21]2. The catalyst is C(Cl)Cl. The product is [F:16][C:17]1[C:25]([O:26][C:27]2[C:36]3[C:31](=[CH:32][C:33]([O:39][CH2:40][CH:41]4[CH2:46][CH2:45][N:44]([C:10](=[O:14])[CH:11]([CH3:13])[CH3:12])[CH2:43][CH2:42]4)=[C:34]([O:37][CH3:38])[CH:35]=3)[N:30]=[CH:29][N:28]=2)=[CH:24][CH:23]=[C:22]2[C:18]=1[CH:19]=[C:20]([CH3:47])[NH:21]2. The yield is 0.520. (4) The reactants are Cl[C:2]1[N:7]=[C:6]([NH:8][C:9]2[CH:10]=[CH:11][C:12]3[O:16][C:15](=[O:17])[NH:14][C:13]=3[CH:18]=2)[C:5]([CH3:19])=[CH:4][N:3]=1.[CH3:20][N:21]1[CH2:26][CH2:25][N:24]([C:27]2[N:32]=[CH:31][C:30]([NH2:33])=[CH:29][CH:28]=2)[CH2:23][CH2:22]1.C(O)(C(F)(F)F)=O. The catalyst is C(O)CC. The product is [O:16]1[C:12]2[CH:11]=[CH:10][C:9]([NH:8][C:6]3[C:5]([CH3:19])=[CH:4][N:3]=[C:2]([NH:33][C:30]4[CH:29]=[CH:28][C:27]([N:24]5[CH2:25][CH2:26][N:21]([CH3:20])[CH2:22][CH2:23]5)=[N:32][CH:31]=4)[N:7]=3)=[CH:18][C:13]=2[NH:14][C:15]1=[O:17]. The yield is 0.530. (5) No catalyst specified. The reactants are [N:1]1[C:6]2[CH2:7][CH2:8][N:9]([CH2:11][CH2:12][CH2:13][CH2:14][O:15][C:16]3[CH:25]=[C:24]4[C:19]([CH2:20][CH2:21][C:22](=[O:26])[NH:23]4)=[CH:18][CH:17]=3)[CH2:10][C:5]=2[CH:4]=[N:3][CH:2]=1.[CH3:27][O:28][C:29]1[CH:34]=[CH:33]C(N2C=C3CNCCC3=N2)=[CH:31][CH:30]=1. The product is [CH3:27][O:28][C:29]1[CH:34]=[CH:33][C:2]([N:3]2[CH:4]=[C:5]3[CH2:10][N:9]([CH2:11][CH2:12][CH2:13][CH2:14][O:15][C:16]4[CH:25]=[C:24]5[C:19]([CH2:20][CH2:21][C:22](=[O:26])[NH:23]5)=[CH:18][CH:17]=4)[CH2:8][CH2:7][C:6]3=[N:1]2)=[CH:31][CH:30]=1. The yield is 0.390.